From a dataset of Catalyst prediction with 721,799 reactions and 888 catalyst types from USPTO. Predict which catalyst facilitates the given reaction. (1) Reactant: Cl.[CH3:2][NH:3][O:4][CH3:5].C[Al](C)C.[C:10]([O:14][C:15]([C:17]12[CH:22]([C:23]3[CH:28]=[CH:27][CH:26]=[CH:25][CH:24]=3)[CH:21]1[CH2:20][O:19][C:18]2=[O:29])=[O:16])([CH3:13])([CH3:12])[CH3:11].Cl. Product: [C:10]([O:14][C:15]([C:17]1([C:18](=[O:29])[N:3]([O:4][CH3:5])[CH3:2])[CH:22]([C:23]2[CH:28]=[CH:27][CH:26]=[CH:25][CH:24]=2)[CH:21]1[CH2:20][OH:19])=[O:16])([CH3:12])([CH3:11])[CH3:13]. The catalyst class is: 4. (2) Reactant: O1[C:5]2([CH2:10][CH2:9][CH:8]([C:11]3[N:19]=[C:14]4[CH2:15][CH2:16][CH2:17][CH2:18][N:13]4[N:12]=3)[CH2:7][CH2:6]2)[O:4]CC1.Cl. Product: [N:19]1[C:11]([CH:8]2[CH2:7][CH2:6][C:5](=[O:4])[CH2:10][CH2:9]2)=[N:12][N:13]2[CH2:18][CH2:17][CH2:16][CH2:15][C:14]=12. The catalyst class is: 23. (3) Reactant: [CH:1]1([NH:4][CH2:5][CH2:6][CH2:7][NH:8][C:9]2[CH:14]=[CH:13][C:12]([S:15]([NH2:18])(=[O:17])=[O:16])=[CH:11][C:10]=2[N+:19]([O-:21])=[O:20])[CH2:3][CH2:2]1.[O:22]1[CH2:25][C:24](=O)[CH2:23]1.C(O[BH-](OC(=O)C)OC(=O)C)(=O)C.[Na+]. Product: [CH:1]1([N:4]([CH:24]2[CH2:25][O:22][CH2:23]2)[CH2:5][CH2:6][CH2:7][NH:8][C:9]2[CH:14]=[CH:13][C:12]([S:15]([NH2:18])(=[O:16])=[O:17])=[CH:11][C:10]=2[N+:19]([O-:21])=[O:20])[CH2:3][CH2:2]1. The catalyst class is: 4. (4) Product: [N:1]1([S:14]([C:17]2[CH:18]=[C:19]([CH:23]=[CH:24][C:25]=2[NH:26][CH3:27])[C:20]([OH:22])=[O:21])(=[O:16])=[O:15])[CH2:4][CH2:3][CH2:2]1. Reactant: [NH:1]1[CH2:4][CH2:3][CH2:2]1.Cl.C(N(CC)CC)C.Cl[S:14]([C:17]1[CH:18]=[C:19]([CH:23]=[CH:24][C:25]=1[NH:26][CH3:27])[C:20]([OH:22])=[O:21])(=[O:16])=[O:15]. The catalyst class is: 13. (5) Reactant: [Br:1][C:2]1[CH:7]=[CH:6][C:5]([OH:8])=[CH:4][C:3]=1[F:9].C1(P(C2C=CC=CC=2)C2C=CC=CC=2)C=CC=CC=1.[CH3:29][N:30]1[CH2:35][CH2:34][N:33]([CH2:36][CH2:37]O)[CH2:32][CH2:31]1.N(C(OC(C)C)=O)=NC(OC(C)C)=O. Product: [Br:1][C:2]1[CH:7]=[CH:6][C:5]([O:8][CH2:37][CH2:36][N:33]2[CH2:34][CH2:35][N:30]([CH3:29])[CH2:31][CH2:32]2)=[CH:4][C:3]=1[F:9]. The catalyst class is: 2.